This data is from Forward reaction prediction with 1.9M reactions from USPTO patents (1976-2016). The task is: Predict the product of the given reaction. Given the reactants [CH2:1]([N:8]([CH2:13][CH:14]1[CH2:19][CH2:18][CH:17]([CH2:20][O:21][Si:22]([C:25]([CH3:28])([CH3:27])[CH3:26])([CH3:24])[CH3:23])[CH2:16][CH2:15]1)[S:9]([NH2:12])(=[O:11])=[O:10])[C:2]1[CH:7]=[CH:6][CH:5]=[CH:4][CH:3]=1.CN(C1C=CC=CN=1)C.CN1CCOCC1.[F:45][C:46]([F:61])([F:60])[C:47]1[CH:48]=[C:49]([CH:53]=[C:54]([C:56]([F:59])([F:58])[F:57])[CH:55]=1)[C:50](Cl)=[O:51], predict the reaction product. The product is: [CH2:1]([N:8]([CH2:13][CH:14]1[CH2:19][CH2:18][CH:17]([CH2:20][O:21][Si:22]([C:25]([CH3:28])([CH3:27])[CH3:26])([CH3:23])[CH3:24])[CH2:16][CH2:15]1)[S:9]([NH:12][C:50](=[O:51])[C:49]1[CH:53]=[C:54]([C:56]([F:57])([F:58])[F:59])[CH:55]=[C:47]([C:46]([F:45])([F:60])[F:61])[CH:48]=1)(=[O:10])=[O:11])[C:2]1[CH:3]=[CH:4][CH:5]=[CH:6][CH:7]=1.